This data is from Forward reaction prediction with 1.9M reactions from USPTO patents (1976-2016). The task is: Predict the product of the given reaction. The product is: [Si:1]([O:18][C@H:19]1[CH2:20][CH2:21][C@@:22]([C@H:23]2[CH2:24][CH2:25][C@@:26]3([CH3:41])[C@@H:30]([CH2:29][CH2:28][C@:27]3([C:39]#[CH:40])[OH:38])[C@@H:31]2[CH2:32][OH:37])([CH3:42])[C@@H:34]([CH2:33][OH:36])[CH2:35]1)([C:14]([CH3:16])([CH3:17])[CH3:15])([C:2]1[CH:7]=[CH:6][CH:5]=[CH:4][CH:3]=1)[C:8]1[CH:13]=[CH:12][CH:11]=[CH:10][CH:9]=1. Given the reactants [Si:1]([O:18][C@@H:19]1[CH2:35][C@H:34]2[C@@:22]([CH3:42])([C@@H:23]3[C@@H:31]([C@@H:32]([OH:37])[C@@H:33]2[OH:36])[C@H:30]2[C@@:26]([CH3:41])([C@@:27]([C:39]#[CH:40])([OH:38])[CH2:28][CH2:29]2)[CH2:25][CH2:24]3)[CH2:21][CH2:20]1)([C:14]([CH3:17])([CH3:16])[CH3:15])([C:8]1[CH:13]=[CH:12][CH:11]=[CH:10][CH:9]=1)[C:2]1[CH:7]=[CH:6][CH:5]=[CH:4][CH:3]=1.[BH4-].[Na+].CC(C)=O, predict the reaction product.